From a dataset of Reaction yield outcomes from USPTO patents with 853,638 reactions. Predict the reaction yield, written as a fraction of the theoretical maximum amount of product (1.0 means a 100% yield; for example, 0.34 means a 34% yield). (1) The product is [CH3:19][O:20][C:21](=[O:61])[CH2:22][C:23]1[CH:24]=[N:25][CH:26]=[C:27]([C:29]2[CH:34]=[CH:33][C:32]([C:35]([CH2:36][CH3:37])([C:38]3[CH:43]=[CH:42][C:41]([C:44]#[C:45][C:46]4([OH:52])[CH2:47][CH2:48][CH2:49][CH2:50][CH2:51]4)=[C:40]([CH3:57])[CH:39]=3)[CH2:58][CH3:59])=[CH:31][C:30]=2[CH3:60])[CH:28]=1. The yield is 0.380. The catalyst is O1CCCC1. The reactants are [F-].C([N+](CCCC)(CCCC)CCCC)CCC.[CH3:19][O:20][C:21](=[O:61])[CH2:22][C:23]1[CH:24]=[N:25][CH:26]=[C:27]([C:29]2[CH:34]=[CH:33][C:32]([C:35]([CH2:58][CH3:59])([C:38]3[CH:43]=[CH:42][C:41]([C:44]#[C:45][C:46]4([O:52][Si](C)(C)C)[CH2:51][CH2:50][CH2:49][CH2:48][CH2:47]4)=[C:40]([CH3:57])[CH:39]=3)[CH2:36][CH3:37])=[CH:31][C:30]=2[CH3:60])[CH:28]=1. (2) The reactants are Br[CH:2]([C:14]1[CH:19]=[CH:18][CH:17]=[CH:16][CH:15]=1)[C:3]([O:5][C@H:6]([C:8]1[CH:13]=[CH:12][CH:11]=[CH:10][CH:9]=1)[CH3:7])=[O:4].C(N(CC)CC)C.[CH3:27][C:28]1([OH:34])[CH2:33][CH2:32][NH:31][CH2:30][CH2:29]1. The catalyst is C1COCC1.[I-].C([N+](CCCC)(CCCC)CCCC)CCC.C(OCC)(=O)C. The product is [OH:34][C:28]1([CH3:27])[CH2:33][CH2:32][N:31]([C@H:2]([C:14]2[CH:19]=[CH:18][CH:17]=[CH:16][CH:15]=2)[C:3]([O:5][C@H:6]([C:8]2[CH:13]=[CH:12][CH:11]=[CH:10][CH:9]=2)[CH3:7])=[O:4])[CH2:30][CH2:29]1. The yield is 0.600. (3) The reactants are [NH2:1][C:2]1[CH:7]=[CH:6][CH:5]=[CH:4][C:3]=1[CH:8]1[C:17]([CH3:19])([CH3:18])[CH2:16][C:15]2[C:10](=[CH:11][CH:12]=[C:13]([C:20]([O:22][CH3:23])=[O:21])[CH:14]=2)[NH:9]1.[CH:24]1([C:28](O)=[O:29])[CH2:27][CH2:26][CH2:25]1.C(N(CC)C(C)C)(C)C.P(Cl)(Cl)(Cl)=O. The catalyst is ClCCl. The product is [CH:24]1([C:28]([NH:1][C:2]2[CH:7]=[CH:6][CH:5]=[CH:4][C:3]=2[CH:8]2[C:17]([CH3:18])([CH3:19])[CH2:16][C:15]3[C:10](=[CH:11][CH:12]=[C:13]([C:20]([O:22][CH3:23])=[O:21])[CH:14]=3)[NH:9]2)=[O:29])[CH2:27][CH2:26][CH2:25]1. The yield is 0.530. (4) The reactants are [N:1]1[C:10]2[C:5](=[CH:6][CH:7]=[C:8]([OH:11])[CH:9]=2)[CH:4]=[CH:3][CH:2]=1.Cl[C:13]([F:19])([F:18])C(O[Na])=O.C([O-])([O-])=O.[K+].[K+]. The catalyst is CN(C=O)C.O. The product is [F:18][CH:13]([F:19])[O:11][C:8]1[CH:9]=[C:10]2[C:5]([CH:4]=[CH:3][CH:2]=[N:1]2)=[CH:6][CH:7]=1. The yield is 0.160.